Dataset: Full USPTO retrosynthesis dataset with 1.9M reactions from patents (1976-2016). Task: Predict the reactants needed to synthesize the given product. (1) Given the product [F:26][C:24]1[CH:23]=[CH:22][N:21]=[C:20]([NH:19][C:15]2[S:16][C:17]([CH3:18])=[C:13]([C:11]3[CH:12]=[N:8][NH:9][CH:10]=3)[N:14]=2)[CH:25]=1, predict the reactants needed to synthesize it. The reactants are: COC1C=CC(C[N:8]2[CH:12]=[C:11]([C:13]3[N:14]=[C:15]([NH:19][C:20]4[CH:25]=[C:24]([F:26])[CH:23]=[CH:22][N:21]=4)[S:16][C:17]=3[CH3:18])[CH:10]=[N:9]2)=CC=1.C([O-])([O-])=O.[Na+].[Na+].O. (2) The reactants are: [CH3:1][O:2][C:3]1[CH:8]=[CH:7][C:6]([C:9]2[CH:14]=[CH:13][C:12]([S:15]([NH:18][CH:19]3[CH2:23][CH:22]([CH2:24][S:25][CH2:26][C:27]4[CH:32]=[CH:31][CH:30]=[CH:29][CH:28]=4)[O:21][C:20]3=[O:33])(=[O:17])=[O:16])=[CH:11][CH:10]=2)=[CH:5][CH:4]=1.C[O:35]C1C=CC(C2C=CC(S(NC(CC3OC3)C(OC)=O)(=O)=O)=CC=2)=CC=1.C([O-])(O)=O.[Na+].CCN(CC)CC.C(S)C1C=CC=CC=1. Given the product [CH3:1][O:2][C:3]1[CH:8]=[CH:7][C:6]([C:9]2[CH:10]=[CH:11][C:12]([S:15]([NH:18][CH:19]([CH2:23][CH:22]([OH:35])[CH2:24][S:25][CH2:26][C:27]3[CH:32]=[CH:31][CH:30]=[CH:29][CH:28]=3)[C:20]([OH:21])=[O:33])(=[O:17])=[O:16])=[CH:13][CH:14]=2)=[CH:5][CH:4]=1, predict the reactants needed to synthesize it.